From a dataset of Catalyst prediction with 721,799 reactions and 888 catalyst types from USPTO. Predict which catalyst facilitates the given reaction. (1) Reactant: [NH2:1][C:2]1[CH:6]=[C:5]([C:7]2[CH:12]=[CH:11][CH:10]=[CH:9][CH:8]=2)[Se:4][C:3]=1[C:13]([O:15][CH2:16][CH3:17])=[O:14].Cl.[N:19]([O-])=O.[Na+].C(=O)([O-])[O-].[K+].[K+].[CH3:29][NH:30][CH3:31]. Product: [CH3:29][N:30]([N:19]=[N:1][C:2]1[CH:6]=[C:5]([C:7]2[CH:12]=[CH:11][CH:10]=[CH:9][CH:8]=2)[Se:4][C:3]=1[C:13]([O:15][CH2:16][CH3:17])=[O:14])[CH3:31]. The catalyst class is: 6. (2) Reactant: [CH3:1][C:2]1[N:3]=[C:4]2[CH:12]=[CH:11][CH:10]=[C:9]3[N:5]2[C:6]=1[C:7]([S:13][CH2:14][CH2:15][CH2:16][CH2:17][NH:18][S:19]([C:22]([F:25])([F:24])[F:23])(=[O:21])=[O:20])=[N:8]3.[ClH:26]. The catalyst class is: 5. Product: [ClH:26].[CH3:1][C:2]1[N:3]=[C:4]2[CH:12]=[CH:11][CH:10]=[C:9]3[N:5]2[C:6]=1[C:7]([S:13][CH2:14][CH2:15][CH2:16][CH2:17][NH:18][S:19]([C:22]([F:25])([F:23])[F:24])(=[O:20])=[O:21])=[N:8]3. (3) Reactant: [Cl:1][C:2]1[C:3]([C:22]2[N:27]=[C:26]([NH:28][C:29]3[CH:34]=[CH:33][N:32]=[CH:31][C:30]=3[C:35](O)=[O:36])[CH:25]=[CH:24][N:23]=2)=[N:4][N:5]([CH2:10][C:11]2[C:16]([F:17])=[CH:15][C:14]([O:18][CH2:19][CH3:20])=[CH:13][C:12]=2[F:21])[C:6]=1[CH:7]1[CH2:9][CH2:8]1.[NH2:38][CH2:39][CH2:40][OH:41].F[P-](F)(F)(F)(F)F.N1(O[P+](N2CCCC2)(N2CCCC2)N2CCCC2)C2C=CC=CC=2N=N1.C(N(C(C)C)C(C)C)C. Product: [Cl:1][C:2]1[C:3]([C:22]2[N:27]=[C:26]([NH:28][C:29]3[C:30]([C:35]([NH:38][CH2:39][CH2:40][OH:41])=[O:36])=[CH:31][N:32]=[CH:33][CH:34]=3)[CH:25]=[CH:24][N:23]=2)=[N:4][N:5]([CH2:10][C:11]2[C:12]([F:21])=[CH:13][C:14]([O:18][CH2:19][CH3:20])=[CH:15][C:16]=2[F:17])[C:6]=1[CH:7]1[CH2:9][CH2:8]1. The catalyst class is: 39. (4) Reactant: [Cl:1][C:2]1[CH:3]=[CH:4][C:5]2[N:6]([C@@H:16]3[CH2:19][C@H:18]([C:20]([O:22]C(C)(C)C)=[O:21])[CH2:17]3)[C:7]3[C:12]([C:13]=2[CH:14]=1)=[CH:11][C:10]([Cl:15])=[CH:9][CH:8]=3.O.[OH-].[Li+]. Product: [Cl:1][C:2]1[CH:3]=[CH:4][C:5]2[N:6]([C@@H:16]3[CH2:19][C@H:18]([C:20]([OH:22])=[O:21])[CH2:17]3)[C:7]3[C:12]([C:13]=2[CH:14]=1)=[CH:11][C:10]([Cl:15])=[CH:9][CH:8]=3. The catalyst class is: 36. (5) Reactant: [CH:1]1([C:4]2[C:5]([N:24]([C:29]3[CH:30]=[CH:31][C:32]([N+:39]([O-])=O)=[C:33]([CH:38]=3)[C:34]([O:36][CH3:37])=[O:35])[S:25]([CH3:28])(=[O:27])=[O:26])=[CH:6][C:7]3[O:11][C:10]([C:12]4[CH:17]=[CH:16][C:15]([F:18])=[CH:14][CH:13]=4)=[C:9]([C:19](=[O:22])[NH:20][CH3:21])[C:8]=3[CH:23]=2)[CH2:3][CH2:2]1.[H][H]. Product: [NH2:39][C:32]1[CH:31]=[CH:30][C:29]([N:24]([C:5]2[C:4]([CH:1]3[CH2:3][CH2:2]3)=[CH:23][C:8]3[C:9]([C:19](=[O:22])[NH:20][CH3:21])=[C:10]([C:12]4[CH:13]=[CH:14][C:15]([F:18])=[CH:16][CH:17]=4)[O:11][C:7]=3[CH:6]=2)[S:25]([CH3:28])(=[O:27])=[O:26])=[CH:38][C:33]=1[C:34]([O:36][CH3:37])=[O:35]. The catalyst class is: 242. (6) Reactant: [N+:1]([C:4]1[CH:5]=[C:6]2[C:10](=[CH:11][CH:12]=1)[NH:9][N:8]=[CH:7]2)([O-:3])=[O:2].C1C(=O)N([I:20])C(=O)C1. Product: [I:20][C:7]1[C:6]2[C:10](=[CH:11][CH:12]=[C:4]([N+:1]([O-:3])=[O:2])[CH:5]=2)[NH:9][N:8]=1. The catalyst class is: 31. (7) Reactant: C([N:8]1[CH2:15][CH:14]2[CH:10]([CH2:11][N:12]([C:16]3[N:21]=[C:20]([CH3:22])[CH:19]=[C:18]([CH3:23])[N:17]=3)[CH2:13]2)[CH2:9]1)C1C=CC=CC=1.[C:24]([OH:27])(=[O:26])[CH3:25]. Product: [CH3:23][C:18]1[CH:19]=[C:20]([CH3:22])[N:21]=[C:16]([N:12]2[CH2:13][CH:14]3[CH:10]([CH2:9][NH:8][CH2:15]3)[CH2:11]2)[N:17]=1.[CH3:25][C:24]([OH:27])=[O:26]. The catalyst class is: 29. (8) Reactant: [I-].[Na+].[CH:3]1([C@H:6]2[C@H:15]([CH3:16])[C@@H:14]([NH:17][C:18]3[CH:23]=[CH:22][CH:21]=[C:20]([O:24]C)[N:19]=3)[C:13]3[C:8](=[CH:9][CH:10]=[CH:11][CH:12]=3)[N:7]2[C:26](=[O:28])[CH3:27])[CH2:5][CH2:4]1. Product: [CH:3]1([C@H:6]2[C@H:15]([CH3:16])[C@@H:14]([NH:17][C:18]3[CH:23]=[CH:22][CH:21]=[C:20]([OH:24])[N:19]=3)[C:13]3[C:8](=[CH:9][CH:10]=[CH:11][CH:12]=3)[N:7]2[C:26](=[O:28])[CH3:27])[CH2:4][CH2:5]1. The catalyst class is: 10.